This data is from Full USPTO retrosynthesis dataset with 1.9M reactions from patents (1976-2016). The task is: Predict the reactants needed to synthesize the given product. (1) Given the product [C:1]([C:5]1[CH:12]=[CH:11][C:8]([CH2:9][NH:18][CH2:17][CH2:16][N:15]([CH2:13][CH3:14])[C:19]2[CH:20]=[C:21]([CH3:25])[CH:22]=[CH:23][CH:24]=2)=[CH:7][CH:6]=1)([CH3:4])([CH3:3])[CH3:2], predict the reactants needed to synthesize it. The reactants are: [C:1]([C:5]1[CH:12]=[CH:11][C:8]([CH:9]=O)=[CH:7][CH:6]=1)([CH3:4])([CH3:3])[CH3:2].[CH2:13]([N:15]([C:19]1[CH:20]=[C:21]([CH3:25])[CH:22]=[CH:23][CH:24]=1)[CH2:16][CH2:17][NH2:18])[CH3:14].[BH4-].[Na+].O. (2) Given the product [NH2:33][C:29]1[C:30]2[C:25](=[CH:24][C:23]([CH2:22][NH:21][C:14](=[O:16])[C:13]3[CH:17]=[C:9]([CH2:8][C:6]4[CH:5]=[CH:4][N:3]=[C:2]([F:1])[CH:7]=4)[CH:10]=[N:11][CH:12]=3)=[CH:32][CH:31]=2)[CH:26]=[CH:27][N:28]=1, predict the reactants needed to synthesize it. The reactants are: [F:1][C:2]1[CH:7]=[C:6]([CH2:8][C:9]2[CH:10]=[N:11][CH:12]=[C:13]([CH:17]=2)[C:14]([O-:16])=O)[CH:5]=[CH:4][N:3]=1.[NH4+].Cl.Cl.[NH2:21][CH2:22][C:23]1[CH:24]=[C:25]2[C:30](=[CH:31][CH:32]=1)[C:29]([NH2:33])=[N:28][CH:27]=[CH:26]2.CN(C(ON1N=NC2C=CC=NC1=2)=[N+](C)C)C.F[P-](F)(F)(F)(F)F.C(N(CC)C(C)C)(C)C. (3) Given the product [CH3:1][O:2][C:3](=[O:31])[CH2:4][C@H:5]([OH:30])[CH2:6][N:7]1[CH2:8][CH2:9][N:17]([C:18]2[CH:23]=[CH:22][C:21]([C:24]([F:26])([F:25])[F:27])=[C:20]([Cl:28])[CH:19]=2)[C@@H:15]([CH3:16])[C:14]1=[O:29], predict the reactants needed to synthesize it. The reactants are: [CH3:1][O:2][C:3](=[O:31])[CH2:4][C@H:5]([OH:30])[CH2:6][N:7]([C:14](=[O:29])[C@@H:15]([NH:17][C:18]1[CH:23]=[CH:22][C:21]([C:24]([F:27])([F:26])[F:25])=[C:20]([Cl:28])[CH:19]=1)[CH3:16])[CH2:8][CH:9](OC)OC.FC(F)(F)C(O)=O.C([SiH](CC)CC)C.C(N(CC)CC)C.OS([O-])(=O)=O.[K+].CCOC(C)=O.